This data is from CYP2C9 inhibition data for predicting drug metabolism from PubChem BioAssay. The task is: Regression/Classification. Given a drug SMILES string, predict its absorption, distribution, metabolism, or excretion properties. Task type varies by dataset: regression for continuous measurements (e.g., permeability, clearance, half-life) or binary classification for categorical outcomes (e.g., BBB penetration, CYP inhibition). Dataset: cyp2c9_veith. (1) The molecule is CC(C)(C)c1ccc(O)c(CN(Cc2cc(C(C)(C)C)ccc2O)c2ccccc2)c1. The result is 0 (non-inhibitor). (2) The drug is Cc1cc(C)c2nc(-c3ccccn3)cc(C(=O)Nc3ccc(S(=O)(=O)Nc4cc(C)on4)cc3)c2c1. The result is 1 (inhibitor). (3) The result is 1 (inhibitor). The compound is CC(=O)C1=C(O)C=C(c2ccco2)CC1c1ccco1. (4) The molecule is CCNC(=S)NC1CC2CCCC(C1)N2Cc1ccco1. The result is 0 (non-inhibitor). (5) The compound is CNc1ncncc1-c1ccccc1C. The result is 0 (non-inhibitor).